Dataset: NCI-60 drug combinations with 297,098 pairs across 59 cell lines. Task: Regression. Given two drug SMILES strings and cell line genomic features, predict the synergy score measuring deviation from expected non-interaction effect. (1) Drug 2: C1=NC2=C(N1)C(=S)N=CN2. Synergy scores: CSS=73.4, Synergy_ZIP=-0.118, Synergy_Bliss=-0.0297, Synergy_Loewe=-0.0307, Synergy_HSA=3.51. Drug 1: C1C(C(OC1N2C=C(C(=O)NC2=O)F)CO)O. Cell line: CCRF-CEM. (2) Drug 1: C1CC(=O)NC(=O)C1N2CC3=C(C2=O)C=CC=C3N. Drug 2: CC1=C2C(C(=O)C3(C(CC4C(C3C(C(C2(C)C)(CC1OC(=O)C(C(C5=CC=CC=C5)NC(=O)C6=CC=CC=C6)O)O)OC(=O)C7=CC=CC=C7)(CO4)OC(=O)C)O)C)OC(=O)C. Cell line: OVCAR3. Synergy scores: CSS=29.3, Synergy_ZIP=-2.24, Synergy_Bliss=-3.05, Synergy_Loewe=-44.6, Synergy_HSA=-2.38. (3) Drug 1: CNC(=O)C1=CC=CC=C1SC2=CC3=C(C=C2)C(=NN3)C=CC4=CC=CC=N4. Drug 2: C1CC(=O)NC(=O)C1N2C(=O)C3=CC=CC=C3C2=O. Cell line: HCT-15. Synergy scores: CSS=3.23, Synergy_ZIP=1.80, Synergy_Bliss=4.28, Synergy_Loewe=0.412, Synergy_HSA=2.32. (4) Drug 1: C1=NC2=C(N=C(N=C2N1C3C(C(C(O3)CO)O)O)F)N. Drug 2: CCCCCOC(=O)NC1=NC(=O)N(C=C1F)C2C(C(C(O2)C)O)O. Cell line: HOP-92. Synergy scores: CSS=9.20, Synergy_ZIP=-3.71, Synergy_Bliss=2.17, Synergy_Loewe=-6.86, Synergy_HSA=0.642. (5) Drug 1: C1=CC(=C2C(=C1NCCNCCO)C(=O)C3=C(C=CC(=C3C2=O)O)O)NCCNCCO. Drug 2: CC1C(C(CC(O1)OC2CC(CC3=C2C(=C4C(=C3O)C(=O)C5=CC=CC=C5C4=O)O)(C(=O)C)O)N)O. Cell line: UACC-257. Synergy scores: CSS=54.0, Synergy_ZIP=0.247, Synergy_Bliss=4.61, Synergy_Loewe=6.12, Synergy_HSA=7.14. (6) Drug 1: C1=CC(=CC=C1CC(C(=O)O)N)N(CCCl)CCCl.Cl. Drug 2: CCN(CC)CCNC(=O)C1=C(NC(=C1C)C=C2C3=C(C=CC(=C3)F)NC2=O)C. Cell line: SK-MEL-28. Synergy scores: CSS=-1.25, Synergy_ZIP=1.76, Synergy_Bliss=4.47, Synergy_Loewe=-3.53, Synergy_HSA=-2.05. (7) Drug 1: CN(C(=O)NC(C=O)C(C(C(CO)O)O)O)N=O. Drug 2: B(C(CC(C)C)NC(=O)C(CC1=CC=CC=C1)NC(=O)C2=NC=CN=C2)(O)O. Cell line: HCT-15. Synergy scores: CSS=56.3, Synergy_ZIP=4.44, Synergy_Bliss=-1.83, Synergy_Loewe=-62.1, Synergy_HSA=-1.25. (8) Drug 1: C1=NC2=C(N1)C(=S)N=C(N2)N. Drug 2: CC1=C(C=C(C=C1)C(=O)NC2=CC(=CC(=C2)C(F)(F)F)N3C=C(N=C3)C)NC4=NC=CC(=N4)C5=CN=CC=C5. Cell line: CCRF-CEM. Synergy scores: CSS=43.1, Synergy_ZIP=4.54, Synergy_Bliss=2.76, Synergy_Loewe=-8.86, Synergy_HSA=0.0917.